This data is from NCI-60 drug combinations with 297,098 pairs across 59 cell lines. The task is: Regression. Given two drug SMILES strings and cell line genomic features, predict the synergy score measuring deviation from expected non-interaction effect. Synergy scores: CSS=14.7, Synergy_ZIP=-0.435, Synergy_Bliss=1.56, Synergy_Loewe=3.87, Synergy_HSA=2.40. Drug 2: C(CCl)NC(=O)N(CCCl)N=O. Drug 1: C1=CC(=CC=C1C#N)C(C2=CC=C(C=C2)C#N)N3C=NC=N3. Cell line: MOLT-4.